This data is from Forward reaction prediction with 1.9M reactions from USPTO patents (1976-2016). The task is: Predict the product of the given reaction. (1) Given the reactants Cl.[NH2:2][CH2:3][C:4]1[CH:5]=[C:6]2[C:10](=[CH:11][CH:12]=1)[C:9](=[O:13])[N:8]([CH:14]1[CH2:19][CH2:18][C:17](=[O:20])[NH:16][C:15]1=[O:21])[C:7]2=[O:22].[F:23][C:24]([F:36])([F:35])[S:25][C:26]1[CH:34]=[CH:33][C:29]([C:30](Cl)=[O:31])=[CH:28][CH:27]=1, predict the reaction product. The product is: [O:21]=[C:15]1[CH:14]([N:8]2[C:7](=[O:22])[C:6]3[C:10](=[CH:11][CH:12]=[C:4]([CH2:3][NH:2][C:30](=[O:31])[C:29]4[CH:33]=[CH:34][C:26]([S:25][C:24]([F:36])([F:23])[F:35])=[CH:27][CH:28]=4)[CH:5]=3)[C:9]2=[O:13])[CH2:19][CH2:18][C:17](=[O:20])[NH:16]1. (2) Given the reactants [CH3:1][C:2]1([CH3:21])[CH2:6][O:5][C:4](=[O:7])[CH:3]1[O:8][C:9]1[CH:16]=[CH:15][C:12]([C:13]#[N:14])=[C:11]([C:17]([F:20])([F:19])[F:18])[CH:10]=1.[CH3:22][C@H:23]([NH2:26])[CH2:24][CH3:25], predict the reaction product. The product is: [CH:23]([NH:26][C:4](=[O:7])[CH:3]([O:8][C:9]1[CH:16]=[CH:15][C:12]([C:13]#[N:14])=[C:11]([C:17]([F:19])([F:18])[F:20])[CH:10]=1)[C:2]([CH3:21])([CH3:1])[CH2:6][OH:5])([CH2:24][CH3:25])[CH3:22]. (3) Given the reactants [N+:1]([C:4]1[CH:10]=[CH:9][CH:8]=[CH:7][C:5]=1[NH2:6])([O-:3])=[O:2].[H-].[Na+].[CH3:13][S:14](Cl)(=[O:16])=[O:15], predict the reaction product. The product is: [CH3:13][S:14]([N:6]([C:5]1[CH:7]=[CH:8][CH:9]=[CH:10][C:4]=1[N+:1]([O-:3])=[O:2])[S:14]([CH3:13])(=[O:16])=[O:15])(=[O:16])=[O:15].